Task: Predict the product of the given reaction.. Dataset: Forward reaction prediction with 1.9M reactions from USPTO patents (1976-2016) (1) Given the reactants CN(C=O)C.[O:6]1[C:10]2[CH:11]=[CH:12][CH:13]=[CH:14][C:9]=2[CH:8]=[C:7]1[C:15]([OH:17])=O.C(Cl)(=O)C([Cl:21])=O, predict the reaction product. The product is: [O:6]1[C:10]2[CH:11]=[CH:12][CH:13]=[CH:14][C:9]=2[CH:8]=[C:7]1[C:15]([Cl:21])=[O:17]. (2) Given the reactants I[C:2]1[N:14]([S:15]([C:18]2[CH:24]=[CH:23][C:21]([CH3:22])=[CH:20][CH:19]=2)(=[O:17])=[O:16])[C:5]2=[N:6][CH:7]=[C:8]3[CH:12]=[N:11][N:10]([CH3:13])[C:9]3=[C:4]2[CH:3]=1.[CH3:25][O:26][C:27]1[CH:28]=[C:29]2[C:33](=[CH:34][CH:35]=1)[N:32]([CH3:36])[N:31]=[C:30]2[Sn](C)(C)C, predict the reaction product. The product is: [CH3:25][O:26][C:27]1[CH:28]=[C:29]2[C:33](=[CH:34][CH:35]=1)[N:32]([CH3:36])[N:31]=[C:30]2[C:2]1[N:14]([S:15]([C:18]2[CH:19]=[CH:20][C:21]([CH3:22])=[CH:23][CH:24]=2)(=[O:16])=[O:17])[C:5]2=[N:6][CH:7]=[C:8]3[CH:12]=[N:11][N:10]([CH3:13])[C:9]3=[C:4]2[CH:3]=1. (3) Given the reactants [C:1]([O:5][C:6]([N:8]1[CH2:13][CH2:12][N:11]([C:14]2[C:19]([N+:20]([O-])=O)=[CH:18][CH:17]=[C:16]([C:23]3[CH:28]=[CH:27][C:26]([Cl:29])=[C:25]([Cl:30])[CH:24]=3)[N:15]=2)[CH2:10][CH2:9]1)=[O:7])([CH3:4])([CH3:3])[CH3:2], predict the reaction product. The product is: [C:1]([O:5][C:6]([N:8]1[CH2:13][CH2:12][N:11]([C:14]2[C:19]([NH2:20])=[CH:18][CH:17]=[C:16]([C:23]3[CH:28]=[CH:27][C:26]([Cl:29])=[C:25]([Cl:30])[CH:24]=3)[N:15]=2)[CH2:10][CH2:9]1)=[O:7])([CH3:4])([CH3:2])[CH3:3]. (4) Given the reactants [O:1]([CH2:8][C:9](Cl)=[O:10])[C:2]1[CH:7]=[CH:6][CH:5]=[CH:4][CH:3]=1.C([C@@:20]1([OH:47])[C@@H:25]([C@@:26]([C:38](=[O:45])[C:39]2[CH:44]=[CH:43][CH:42]=[CH:41][CH:40]=2)([CH:28]([C:30](=[O:37])[C:31]2[CH:36]=[CH:35][CH:34]=[CH:33][CH:32]=2)[OH:29])[OH:27])[O:24][CH:22]([OH:23])[C@@H:21]1[OH:46])(=O)C1C=CC=CC=1, predict the reaction product. The product is: [C:30]([C@:25]1([C@@:26]([C:38](=[O:45])[C:39]2[CH:40]=[CH:41][CH:42]=[CH:43][CH:44]=2)([CH:28]([C:30](=[O:37])[C:31]2[CH:32]=[CH:33][CH:34]=[CH:35][CH:36]=2)[OH:29])[OH:27])[O:24][C:22]([C:9](=[O:10])[CH2:8][O:1][C:2]2[CH:7]=[CH:6][CH:5]=[CH:4][CH:3]=2)([OH:23])[C@:21]([C:9](=[O:10])[CH2:8][O:1][C:2]2[CH:7]=[CH:6][CH:5]=[CH:4][CH:3]=2)([OH:46])[C@@H:20]1[OH:47])(=[O:37])[C:31]1[CH:36]=[CH:35][CH:34]=[CH:33][CH:32]=1. (5) Given the reactants [CH2:1]([O:3]C(Cl)=O)C.[Cl:7][C:8]1[CH:28]=[C:27]([O:29][CH2:30][CH:31]=[C:32]([Cl:34])[Cl:33])[CH:26]=[C:25]([Cl:35])[C:9]=1[O:10][CH2:11][CH2:12][CH2:13][O:14][C:15]1[CH:24]=[CH:23][C:18]([C:19]([NH:21][OH:22])=[NH:20])=[CH:17][CH:16]=1.C(=O)([O-])[O-].[K+].[K+], predict the reaction product. The product is: [Cl:7][C:8]1[CH:28]=[C:27]([O:29][CH2:30][CH:31]=[C:32]([Cl:34])[Cl:33])[CH:26]=[C:25]([Cl:35])[C:9]=1[O:10][CH2:11][CH2:12][CH2:13][O:14][C:15]1[CH:16]=[CH:17][C:18]([C:19]2[NH:20][C:1](=[O:3])[O:22][N:21]=2)=[CH:23][CH:24]=1. (6) The product is: [CH3:21][O:20][C:5]1[CH:4]=[C:3]([CH2:2][C:22]#[N:23])[C:11]2[O:10][C:9]([C:12]3[CH:17]=[CH:16][C:15]([O:18][CH3:19])=[CH:14][CH:13]=3)=[CH:8][C:7]=2[CH:6]=1. Given the reactants Br[CH2:2][C:3]1[C:11]2[O:10][C:9]([C:12]3[CH:17]=[CH:16][C:15]([O:18][CH3:19])=[CH:14][CH:13]=3)=[CH:8][C:7]=2[CH:6]=[C:5]([O:20][CH3:21])[CH:4]=1.[C-:22]#[N:23].[K+].C1OCCOCCOCCOCCOCCOC1.O, predict the reaction product. (7) Given the reactants [NH2:1][C:2]1[C:3]([C:26]#[N:27])=[C:4]([CH:23]=[CH:24][CH:25]=1)[O:5][CH2:6][CH:7]1[CH2:12][CH2:11][CH2:10][N:9](C(OCC2C=CC=CC=2)=O)[CH2:8]1.O=[C:29]([CH3:36])[CH2:30][C:31]([O:33][CH2:34][CH3:35])=[O:32], predict the reaction product. The product is: [CH2:34]([O:33][C:31]([C:30]1[C:29]([CH3:36])=[N:1][C:2]2[C:3]([C:26]=1[NH2:27])=[C:4]([O:5][CH2:6][CH:7]1[CH2:12][CH2:11][CH2:10][NH:9][CH2:8]1)[CH:23]=[CH:24][CH:25]=2)=[O:32])[CH3:35]. (8) Given the reactants [C:1](=[O:15])([O:10][C:11]([CH3:14])([CH3:13])[CH3:12])O[C:1]([O:10][C:11]([CH3:14])([CH3:13])[CH3:12])=[O:15].Cl.[Br:17][C:18]1[CH:23]=[CH:22][C:21]([S:24]([CH:27]2[CH2:32][CH2:31][NH:30][CH2:29][CH2:28]2)(=[O:26])=[O:25])=[CH:20][CH:19]=1.CCN(CC)CC, predict the reaction product. The product is: [Br:17][C:18]1[CH:19]=[CH:20][C:21]([S:24]([CH:27]2[CH2:32][CH2:31][N:30]([C:1]([O:10][C:11]([CH3:12])([CH3:13])[CH3:14])=[O:15])[CH2:29][CH2:28]2)(=[O:25])=[O:26])=[CH:22][CH:23]=1.